Dataset: Full USPTO retrosynthesis dataset with 1.9M reactions from patents (1976-2016). Task: Predict the reactants needed to synthesize the given product. Given the product [CH3:17][C:10](=[CH2:9])[C:11]([O:13][CH2:14][CH2:15][NH:16][S:34]([C:33]([F:39])([F:38])[F:32])(=[O:36])=[O:35])=[O:12], predict the reactants needed to synthesize it. The reactants are: C(N(CC)CC)C.Cl.[CH3:9][C:10](=[CH2:17])[C:11]([O:13][CH2:14][CH2:15][NH2:16])=[O:12].C1C2NC3C(=CC=CC=3)SC=2C=CC=1.[F:32][C:33]([F:39])([F:38])[S:34](Cl)(=[O:36])=[O:35].